This data is from Forward reaction prediction with 1.9M reactions from USPTO patents (1976-2016). The task is: Predict the product of the given reaction. (1) Given the reactants [NH2:1][C:2]1[CH:3]=[C:4]2[C:12](=[CH:13][CH:14]=1)[N:11]([CH2:15][C:16]1[CH:21]=[CH:20][CH:19]=[CH:18][CH:17]=1)[C:10]1[CH:9]=[C:8]([C:22]3[C:23]([CH3:28])=[N:24][O:25][C:26]=3[CH3:27])[CH:7]=[C:6]([C:29]([NH2:31])=[O:30])[C:5]2=1.Br[CH2:33][CH2:34][F:35].C(=O)([O-])[O-].[Na+].[Na+], predict the reaction product. The product is: [CH2:15]([N:11]1[C:10]2[CH:9]=[C:8]([C:22]3[C:23]([CH3:28])=[N:24][O:25][C:26]=3[CH3:27])[CH:7]=[C:6]([C:29]([NH2:31])=[O:30])[C:5]=2[C:4]2[C:12]1=[CH:13][CH:14]=[C:2]([NH:1][CH2:33][CH2:34][F:35])[CH:3]=2)[C:16]1[CH:17]=[CH:18][CH:19]=[CH:20][CH:21]=1. (2) Given the reactants [F:1][C:2]1([F:18])[C@H:6]([OH:7])[C@@H:5]([CH2:8][OH:9])[O:4][C@H:3]1[N:10]1[CH:17]=[CH:16][C:14]([NH2:15])=[N:13][C:11]1=[O:12].[ClH:19], predict the reaction product. The product is: [CH:16]1[C:14]([NH2:15])=[N:13][C:11](=[O:12])[N:10]([C@@H:3]2[O:4][C@H:5]([CH2:8][OH:9])[C@@H:6]([OH:7])[C:2]2([F:1])[F:18])[CH:17]=1.[ClH:19].